Dataset: Forward reaction prediction with 1.9M reactions from USPTO patents (1976-2016). Task: Predict the product of the given reaction. (1) The product is: [CH:19]1([N:16]2[CH2:17][CH2:18][N:13]3[N:12]=[C:11]([NH:10][C:4]4[C:5](=[O:9])[N:6]([CH3:8])[CH:7]=[C:2]([B:23]5[O:27][C:26]([CH3:29])([CH3:28])[C:25]([CH3:31])([CH3:30])[O:24]5)[CH:3]=4)[CH:22]=[C:14]3[CH2:15]2)[CH2:21][CH2:20]1. Given the reactants Br[C:2]1[CH:3]=[C:4]([NH:10][C:11]2[CH:22]=[C:14]3[CH2:15][N:16]([CH:19]4[CH2:21][CH2:20]4)[CH2:17][CH2:18][N:13]3[N:12]=2)[C:5](=[O:9])[N:6]([CH3:8])[CH:7]=1.[B:23]1([B:23]2[O:27][C:26]([CH3:29])([CH3:28])[C:25]([CH3:31])([CH3:30])[O:24]2)[O:27][C:26]([CH3:29])([CH3:28])[C:25]([CH3:31])([CH3:30])[O:24]1.CC([O-])=O.[K+], predict the reaction product. (2) Given the reactants [OH:1][CH:2]([CH2:6][CH2:7][CH2:8][CH3:9])[C:3]([OH:5])=O.[NH2:10][CH2:11][CH2:12][C:13]1[CH:18]=[CH:17][C:16]([OH:19])=[CH:15][CH:14]=1.ON1C2C=CC=CC=2N=N1, predict the reaction product. The product is: [OH:19][C:16]1[CH:17]=[CH:18][C:13]([CH2:12][CH2:11][NH:10][C:3](=[O:5])[CH:2]([OH:1])[CH2:6][CH2:7][CH2:8][CH3:9])=[CH:14][CH:15]=1. (3) Given the reactants Br[CH:2]([CH2:5][C:6]1[CH:11]=[CH:10][CH:9]=[CH:8][CH:7]=1)[CH:3]=O.[NH2:12][C:13]([NH2:15])=[O:14].C1(CCC=O)C=CC=CC=1, predict the reaction product. The product is: [CH2:5]([C:2]1[O:14][C:13]([NH2:15])=[N:12][CH:3]=1)[C:6]1[CH:11]=[CH:10][CH:9]=[CH:8][CH:7]=1. (4) Given the reactants F[C:2]1[CH:12]=[CH:11][C:5]([C:6]([O:8][CH2:9][CH3:10])=[O:7])=[CH:4][CH:3]=1.[Br:13][C:14]1[CH:19]=[CH:18][C:17]([F:20])=[CH:16][C:15]=1[OH:21].C(=O)([O-])[O-].[K+].[K+], predict the reaction product. The product is: [Br:13][C:14]1[CH:19]=[CH:18][C:17]([F:20])=[CH:16][C:15]=1[O:21][C:2]1[CH:12]=[CH:11][C:5]([C:6]([O:8][CH2:9][CH3:10])=[O:7])=[CH:4][CH:3]=1. (5) Given the reactants [Br:1][C:2]1[CH:3]=[CH:4][C:5]([Cl:10])=[C:6]([CH:9]=1)[CH2:7][OH:8].N1C=CC=CC=1.[C:17](Cl)(=[O:24])[C:18]1[CH:23]=[CH:22][CH:21]=[CH:20][CH:19]=1.Cl, predict the reaction product. The product is: [C:17]([O:8][CH2:7][C:6]1[CH:9]=[C:2]([Br:1])[CH:3]=[CH:4][C:5]=1[Cl:10])(=[O:24])[C:18]1[CH:23]=[CH:22][CH:21]=[CH:20][CH:19]=1. (6) The product is: [Cl:1][C:2]1[CH:3]=[C:4]([C:8]2[O:9][N:10]=[C:11]3[CH:16]=[CH:15][C:14]([C:17]([C:19]4[CH:28]=[CH:27][C:22]5[O:23][CH2:24][CH2:25][O:26][C:21]=5[CH:20]=4)=[O:18])=[CH:13][C:12]=23)[CH:5]=[CH:6][CH:7]=1. Given the reactants [Cl:1][C:2]1[CH:3]=[C:4]([C:8]2[O:9][N:10]=[C:11]3[CH:16]=[CH:15][C:14]([CH:17]([C:19]4[CH:28]=[CH:27][C:22]5[O:23][CH2:24][CH2:25][O:26][C:21]=5[CH:20]=4)[OH:18])=[CH:13][C:12]=23)[CH:5]=[CH:6][CH:7]=1, predict the reaction product. (7) Given the reactants [OH-].[Na+].C([O:5][C:6]([C:8]1[CH:12]=[C:11]([CH2:13][O:14][C:15]2[CH:20]=[CH:19][CH:18]=[CH:17][CH:16]=2)[NH:10][N:9]=1)=[O:7])C, predict the reaction product. The product is: [O:14]([CH2:13][C:11]1[NH:10][N:9]=[C:8]([C:6]([OH:7])=[O:5])[CH:12]=1)[C:15]1[CH:20]=[CH:19][CH:18]=[CH:17][CH:16]=1.